From a dataset of Reaction yield outcomes from USPTO patents with 853,638 reactions. Predict the reaction yield, written as a fraction of the theoretical maximum amount of product (1.0 means a 100% yield; for example, 0.34 means a 34% yield). (1) The reactants are [NH2:1][CH2:2][CH2:3][C:4]([OH:6])=[O:5].[OH-].[Na+].Cl[C:10]([O:12][CH2:13][CH2:14][CH2:15][CH3:16])=[O:11].Cl. The catalyst is CCC(C)C. The product is [CH2:13]([O:12][C:10]([NH:1][CH2:2][CH2:3][C:4]([OH:6])=[O:5])=[O:11])[CH2:14][CH2:15][CH3:16]. The yield is 0.680. (2) The reactants are F[C:2]1[CH:7]=[CH:6][C:5]([C:8]2[O:12][C:11]([C:13]3[C:22]([N:23]([CH3:27])[CH:24]([CH3:26])[CH3:25])=[N:21][C:20]4[C:15](=[CH:16][CH:17]=[C:18]([C:28]([O:30]C)=[O:29])[CH:19]=4)[N:14]=3)=[CH:10][CH:9]=2)=[CH:4][CH:3]=1.[OH-].[Na+]. The catalyst is CO.O. The product is [CH3:27][N:23]([CH:24]([CH3:26])[CH3:25])[C:22]1[C:13]([C:11]2[O:12][C:8]([C:5]3[CH:6]=[CH:7][CH:2]=[CH:3][CH:4]=3)=[CH:9][CH:10]=2)=[N:14][C:15]2[C:20]([N:21]=1)=[CH:19][C:18]([C:28]([OH:30])=[O:29])=[CH:17][CH:16]=2. The yield is 0.180.